This data is from Reaction yield outcomes from USPTO patents with 853,638 reactions. The task is: Predict the reaction yield, written as a fraction of the theoretical maximum amount of product (1.0 means a 100% yield; for example, 0.34 means a 34% yield). (1) The reactants are [H-].[Na+].C1COCC1.[F:8][C:9]([F:15])([F:14])[C:10](=[N:12][OH:13])[NH2:11].[NH2:16][C:17]1[N:21]([C:22]2[CH:27]=[CH:26][CH:25]=[CH:24][CH:23]=2)[N:20]=[C:19]([C:28](OCC)=O)[C:18]=1[CH3:33]. No catalyst specified. The product is [CH3:33][C:18]1[C:19]([C:28]2[O:13][N:12]=[C:10]([C:9]([F:15])([F:14])[F:8])[N:11]=2)=[N:20][N:21]([C:22]2[CH:23]=[CH:24][CH:25]=[CH:26][CH:27]=2)[C:17]=1[NH2:16]. The yield is 0.170. (2) The reactants are CC[O-].[Na+].[C:5]([O:12][CH2:13][CH3:14])(=[O:11])[C:6](OCC)=O.[C:15](#[N:17])C.C(O)(=O)C.[NH:22]([C:24]([O:26][C:27]([CH3:30])([CH3:29])[CH3:28])=[O:25])[NH2:23]. The catalyst is C(OCC)C.C(O)C. The product is [C:15](/[C:6](=[N:23]/[NH:22][C:24]([O:26][C:27]([CH3:30])([CH3:29])[CH3:28])=[O:25])/[C:5]([O:12][CH2:13][CH3:14])=[O:11])#[N:17]. The yield is 0.770. (3) The reactants are [Br:1][C:2]1[C:3]([CH3:23])=[C:4]([N:8]2[C:16](=[O:17])[C:15]3[C:10](=[CH:11][CH:12]=[C:13]([C:18]([CH3:21])([CH3:20])[CH3:19])[CH:14]=3)[C:9]2=O)[CH:5]=[CH:6][CH:7]=1.[BH4-].[Na+].C(O)(C(F)(F)F)=O.C([SiH](CC)CC)C. The catalyst is CO.C(Cl)Cl. The product is [Br:1][C:2]1[C:3]([CH3:23])=[C:4]([N:8]2[CH2:9][C:10]3[C:15](=[CH:14][C:13]([C:18]([CH3:19])([CH3:20])[CH3:21])=[CH:12][CH:11]=3)[C:16]2=[O:17])[CH:5]=[CH:6][CH:7]=1. The yield is 0.280. (4) The reactants are [CH:1](O)=[O:2].CC(OC(C)=O)=O.[NH2:11][CH:12]([C:18]#[N:19])[C:13]([O:15][CH2:16][CH3:17])=[O:14]. The catalyst is C1COCC1. The product is [C:18]([CH:12]([NH:11][CH:1]=[O:2])[C:13]([O:15][CH2:16][CH3:17])=[O:14])#[N:19]. The yield is 0.700.